From a dataset of Reaction yield outcomes from USPTO patents with 853,638 reactions. Predict the reaction yield, written as a fraction of the theoretical maximum amount of product (1.0 means a 100% yield; for example, 0.34 means a 34% yield). The reactants are [F:1][C:2]1[CH:20]=[C:19]([F:21])[CH:18]=[CH:17][C:3]=1[O:4][C:5]1[N:10]=[CH:9][C:8]2[CH:11]=[N:12][N:13](C(=O)C)[C:7]=2[CH:6]=1.C([O-])(O)=O.[Na+]. The catalyst is Cl. The product is [F:1][C:2]1[CH:20]=[C:19]([F:21])[CH:18]=[CH:17][C:3]=1[O:4][C:5]1[N:10]=[CH:9][C:8]2[CH:11]=[N:12][NH:13][C:7]=2[CH:6]=1. The yield is 0.950.